From a dataset of Full USPTO retrosynthesis dataset with 1.9M reactions from patents (1976-2016). Predict the reactants needed to synthesize the given product. (1) Given the product [Cl:1][C:2]1[N:3]=[CH:4][CH:5]=[C:6]2[C:11]=1[N:10]=[CH:9][C:8]([OH:12])=[CH:7]2, predict the reactants needed to synthesize it. The reactants are: [Cl:1][C:2]1[N:3]=[CH:4][CH:5]=[C:6]2[C:11]=1[N:10]=[CH:9][C:8]([O:12]C)=[CH:7]2.B(Br)(Br)Br.ClCCl. (2) The reactants are: [OH:1][C:2]1[CH:11]=[C:10]([O:12][CH2:13][CH2:14][O:15][CH3:16])[CH:9]=[CH:8][C:3]=1[C:4]([O:6][CH3:7])=[O:5].[C:17]([O:21][C:22]([N:24]1[CH2:29][CH2:28][CH:27](O)[CH2:26][CH2:25]1)=[O:23])([CH3:20])([CH3:19])[CH3:18]. Given the product [C:17]([O:21][C:22]([N:24]1[CH2:29][CH2:28][CH:27]([O:1][C:2]2[CH:11]=[C:10]([O:12][CH2:13][CH2:14][O:15][CH3:16])[CH:9]=[CH:8][C:3]=2[C:4]([O:6][CH3:7])=[O:5])[CH2:26][CH2:25]1)=[O:23])([CH3:20])([CH3:18])[CH3:19], predict the reactants needed to synthesize it. (3) Given the product [NH2:1][C:4]1[CH:5]=[CH:6][C:7]([C:10]2[S:11][C:12]3[CH:18]=[C:17]([O:19][CH3:20])[CH:16]=[CH:15][C:13]=3[N:14]=2)=[CH:8][CH:9]=1, predict the reactants needed to synthesize it. The reactants are: [N+:1]([C:4]1[CH:9]=[CH:8][C:7]([C:10]2[S:11][C:12]3[CH:18]=[C:17]([O:19][CH3:20])[CH:16]=[CH:15][C:13]=3[N:14]=2)=[CH:6][CH:5]=1)([O-])=O.O.O.[Sn](Cl)Cl. (4) Given the product [Br:1][C:2]1[CH:10]=[C:9]([C:11]([O:13][CH3:14])=[O:12])[CH:8]=[C:4]([CH:3]=1)[C:23]([O:25][C:26]([CH3:27])([CH3:28])[CH3:29])=[O:24], predict the reactants needed to synthesize it. The reactants are: [Br:1][C:2]1[CH:3]=[C:4]([CH:8]=[C:9]([C:11]([O:13][CH3:14])=[O:12])[CH:10]=1)C(O)=O.[C:23](O[C:23]([O:25][C:26]([CH3:29])([CH3:28])[CH3:27])=[O:24])([O:25][C:26]([CH3:29])([CH3:28])[CH3:27])=[O:24]. (5) Given the product [CH3:1][O:2][CH2:3][CH2:4][O:5][C:6]1[CH:7]=[C:8]2[C:12](=[C:13]([N:15]([CH3:30])[S:16]([C:19]3[CH:24]=[CH:23][CH:22]=[CH:21][N:20]=3)(=[O:17])=[O:18])[CH:14]=1)[NH:11][C:10]([C:25]([O:27][CH2:28][CH3:29])=[O:26])=[CH:9]2, predict the reactants needed to synthesize it. The reactants are: [CH3:1][O:2][CH2:3][CH2:4][O:5][C:6]1[CH:7]=[C:8]2[C:12](=[C:13]([NH:15][S:16]([C:19]3[CH:24]=[CH:23][CH:22]=[CH:21][N:20]=3)(=[O:18])=[O:17])[CH:14]=1)[NH:11][C:10]([C:25]([O:27][CH2:28][CH3:29])=[O:26])=[CH:9]2.[C:30](=O)([O-])[O-].[K+].[K+].CI. (6) Given the product [CH3:17][O:18][C:19]([C:21]1[O:1][NH:2][C:3](=[O:4])[CH:22]=1)=[O:20], predict the reactants needed to synthesize it. The reactants are: [OH:1][NH:2][C:3](N)=[O:4].N12CCCCC1C=NCCC2.[CH3:17][O:18][C:19]([C:21]#[C:22]C(OC)=O)=[O:20].Cl. (7) Given the product [C:1]([NH:9][C:10]([NH:16][CH2:15][CH:12]1[CH2:14][CH2:13]1)=[S:11])(=[O:8])[C:2]1[CH:7]=[CH:6][CH:5]=[CH:4][CH:3]=1, predict the reactants needed to synthesize it. The reactants are: [C:1]([N:9]=[C:10]=[S:11])(=[O:8])[C:2]1[CH:7]=[CH:6][CH:5]=[CH:4][CH:3]=1.[CH:12]1([CH2:15][NH2:16])[CH2:14][CH2:13]1.